From a dataset of Forward reaction prediction with 1.9M reactions from USPTO patents (1976-2016). Predict the product of the given reaction. (1) Given the reactants [Cl:1][C:2]1[CH:7]=[CH:6][C:5]([C:8]2[C:9]([C:18]3[CH:23]=[CH:22][N:21]=[CH:20][CH:19]=3)=[N:10][C:11]3[N:12]([C:14](=[O:17])[NH:15][N:16]=3)[CH:13]=2)=[CH:4][CH:3]=1.C([O-])([O-])=O.[K+].[K+].Cl[CH2:31][C:32]1[CH:33]=[CH:34][C:35]([C:38]([F:41])([F:40])[F:39])=[N:36][CH:37]=1, predict the reaction product. The product is: [Cl:1][C:2]1[CH:7]=[CH:6][C:5]([C:8]2[C:9]([C:18]3[CH:23]=[CH:22][N:21]=[CH:20][CH:19]=3)=[N:10][C:11]3[N:12]([C:14](=[O:17])[N:15]([CH2:31][C:32]4[CH:37]=[N:36][C:35]([C:38]([F:41])([F:39])[F:40])=[CH:34][CH:33]=4)[N:16]=3)[CH:13]=2)=[CH:4][CH:3]=1. (2) The product is: [N:9]1[CH:10]=[CH:11][C:6]([C:4]2[N:12]=[C:13]([NH2:15])[S:14][CH:3]=2)=[CH:7][CH:8]=1. Given the reactants Br.Br[CH2:3][C:4]([C:6]1[CH:11]=[CH:10][N:9]=[CH:8][CH:7]=1)=O.[NH2:12][C:13]([NH2:15])=[S:14].N, predict the reaction product. (3) The product is: [C:1]([O:5][C:6]([CH2:7][CH2:8][N:9]1[CH2:14][CH2:13][O:12][CH:11]([C:15]2[CH:16]=[CH:17][C:18]([O:21][C:35](=[O:36])[C:34]3[C:33]([Cl:32])=[CH:41][CH:40]=[CH:39][C:38]=3[Cl:42])=[CH:19][CH:20]=2)[CH2:10]1)=[O:22])([CH3:4])([CH3:2])[CH3:3]. Given the reactants [C:1]([O:5][C:6](=[O:22])[CH2:7][CH2:8][N:9]1[CH2:14][CH2:13][O:12][CH:11]([C:15]2[CH:20]=[CH:19][C:18]([OH:21])=[CH:17][CH:16]=2)[CH2:10]1)([CH3:4])([CH3:3])[CH3:2].C(N(C(C)C)C(C)C)C.[Cl:32][C:33]1[CH:41]=[CH:40][CH:39]=[C:38]([Cl:42])[C:34]=1[C:35](Cl)=[O:36], predict the reaction product. (4) Given the reactants [CH2:1]([N:8]([CH3:17])[C:9]1[C:14]([F:15])=[CH:13][NH:12][C:11](=[O:16])[N:10]=1)[C:2]1[CH:7]=[CH:6][CH:5]=[CH:4][CH:3]=1.[S:18]1[CH:22]=[CH:21][CH:20]=[C:19]1[C:23](Cl)=[O:24].CCN(CC)CC, predict the reaction product. The product is: [CH2:1]([N:8]([CH3:17])[C:9]1[C:14]([F:15])=[CH:13][N:12]([C:23]([C:19]2[S:18][CH:22]=[CH:21][CH:20]=2)=[O:24])[C:11](=[O:16])[N:10]=1)[C:2]1[CH:7]=[CH:6][CH:5]=[CH:4][CH:3]=1. (5) Given the reactants [Cl:1][C:2]1[CH:3]=[C:4]([CH:23]=[C:24]([Cl:26])[CH:25]=1)[CH2:5][O:6][C:7]([NH:9][CH:10]1[CH2:15][CH2:14][N:13](C(OC(C)(C)C)=O)[CH2:12][CH2:11]1)=[O:8].Cl, predict the reaction product. The product is: [NH:13]1[CH2:14][CH2:15][CH:10]([NH:9][C:7](=[O:8])[O:6][CH2:5][C:4]2[CH:3]=[C:2]([Cl:1])[CH:25]=[C:24]([Cl:26])[CH:23]=2)[CH2:11][CH2:12]1. (6) Given the reactants [Si:1]([O:8][C@@H:9]1[C@@:28]2([CH3:29])[C:13](=[CH:14][CH:15]=[C:16]3[C@@H:27]2[CH2:26][CH2:25][C@@:24]2([CH3:30])[C@H:17]3[CH2:18][CH:19]=[C:20]2[C@H:21]([OH:23])[CH3:22])[CH2:12][C@@H:11]([O:31][Si:32]([C:35]([CH3:38])([CH3:37])[CH3:36])([CH3:34])[CH3:33])[CH2:10]1)([C:4]([CH3:7])([CH3:6])[CH3:5])([CH3:3])[CH3:2].[H-].[Na+].C1OCCOCCOCCOCCOC1.Br[CH2:57][C:58]([O:60][C:61]([CH3:64])([CH3:63])[CH3:62])=[O:59], predict the reaction product. The product is: [Si:1]([O:8][C@@H:9]1[C@@:28]2([CH3:29])[C:13](=[CH:14][CH:15]=[C:16]3[C@@H:27]2[CH2:26][CH2:25][C@@:24]2([CH3:30])[C@H:17]3[CH2:18][CH:19]=[C:20]2[C@H:21]([O:23][CH2:57][C:58]([O:60][C:61]([CH3:64])([CH3:63])[CH3:62])=[O:59])[CH3:22])[CH2:12][C@@H:11]([O:31][Si:32]([C:35]([CH3:37])([CH3:36])[CH3:38])([CH3:33])[CH3:34])[CH2:10]1)([C:4]([CH3:7])([CH3:6])[CH3:5])([CH3:3])[CH3:2]. (7) Given the reactants [Cl:1][C:2]1[CH:7]=[CH:6][CH:5]=[CH:4][C:3]=1[N:8]1[C:13]([CH3:14])=[CH:12][C:11]([OH:15])=[C:10]([CH:16]=O)[C:9]1=[O:18].Cl.[NH2:20][OH:21].C([O-])(=O)C.[Na+], predict the reaction product. The product is: [Cl:1][C:2]1[CH:7]=[CH:6][CH:5]=[CH:4][C:3]=1[N:8]1[C:13]([CH3:14])=[CH:12][C:11]([OH:15])=[C:10]([CH:16]=[N:20][OH:21])[C:9]1=[O:18]. (8) The product is: [CH3:1][C:2]1[CH:3]=[C:4]([NH:17][C:18]2[N:23]=[C:22]([C:24]([F:26])([F:25])[F:27])[CH:21]=[CH:20][N:19]=2)[CH:5]=[C:6]([C:29]2[S:33][CH:32]=[N:31][CH:30]=2)[CH:7]=1. Given the reactants [CH3:1][C:2]1[CH:3]=[C:4]([NH:17][C:18]2[N:23]=[C:22]([C:24]([F:27])([F:26])[F:25])[CH:21]=[CH:20][N:19]=2)[CH:5]=[C:6](B2OC(C)(C)C(C)(C)O2)[CH:7]=1.Br[C:29]1[S:33][CH:32]=[N:31][CH:30]=1.C(=O)([O-])[O-].[Na+].[Na+], predict the reaction product. (9) Given the reactants [CH3:1][C:2]1[C:3]([CH2:8][N:9]([CH2:16][C:17]2[C:22]([CH3:23])=[CH:21][CH:20]=[CH:19][N:18]=2)[CH:10]2[CH2:15][CH2:14][NH:13][CH2:12][CH2:11]2)=[N:4][CH:5]=[CH:6][CH:7]=1.[CH3:24][C:25](OC(C)=O)=[O:26].CCN(CC)CC, predict the reaction product. The product is: [CH3:1][C:2]1[C:3]([CH2:8][N:9]([CH2:16][C:17]2[C:22]([CH3:23])=[CH:21][CH:20]=[CH:19][N:18]=2)[CH:10]2[CH2:15][CH2:14][N:13]([C:25](=[O:26])[CH3:24])[CH2:12][CH2:11]2)=[N:4][CH:5]=[CH:6][CH:7]=1. (10) Given the reactants Br[C:2]1[CH:10]=[CH:9][C:8]([C:11]([NH2:13])=[O:12])=[C:7]2[C:3]=1[CH:4]=[C:5]([C:14]1[CH2:19][CH2:18][C:17]([F:21])([F:20])[CH2:16][CH:15]=1)[NH:6]2.[CH3:22][C:23]1[C:29](B2OC(C)(C)C(C)(C)O2)=[CH:28][CH:27]=[CH:26][C:24]=1[NH2:25].C([O-])([O-])=O.[Na+].[Na+].O, predict the reaction product. The product is: [NH2:25][C:24]1[C:23]([CH3:22])=[C:29]([C:2]2[CH:10]=[CH:9][C:8]([C:11]([NH2:13])=[O:12])=[C:7]3[C:3]=2[CH:4]=[C:5]([C:14]2[CH2:19][CH2:18][C:17]([F:21])([F:20])[CH2:16][CH:15]=2)[NH:6]3)[CH:28]=[CH:27][CH:26]=1.